This data is from Forward reaction prediction with 1.9M reactions from USPTO patents (1976-2016). The task is: Predict the product of the given reaction. (1) Given the reactants [C:1]([O:5][C:6]([C:8]1[C:14]2[NH:15][C:16]3[CH:17]=[C:18]([F:22])[CH:19]=[CH:20][C:21]=3[C:13]=2[C:12]([CH3:24])([CH3:23])[CH2:11][N:10]([C:25]([N:27]2[CH2:32][CH2:31][N:30]([CH3:33])[CH2:29][CH2:28]2)=[O:26])[CH:9]=1)=[O:7])(C)([CH3:3])[CH3:2].CCN(C(C)C)C(C)C.ClC(Cl)(OC(=O)OC(Cl)(Cl)Cl)Cl.CN1CCNCC1, predict the reaction product. The product is: [F:22][C:18]1[CH:19]=[CH:20][C:21]2[C:13]3[C:12]([CH3:23])([CH3:24])[CH2:11][N:10]([C:25]([N:27]4[CH2:28][CH2:29][N:30]([CH3:33])[CH2:31][CH2:32]4)=[O:26])[CH:9]=[C:8]([C:6]([O:5][CH:1]([CH3:3])[CH3:2])=[O:7])[C:14]=3[NH:15][C:16]=2[CH:17]=1. (2) Given the reactants C([O:3][C:4]([C@@H:6]1[CH2:14][C:13]2[C:8](=[CH:9][CH:10]=[CH:11][CH:12]=2)[N:7]1[C:15](=[O:33])[CH2:16][NH:17][C:18](=[O:32])[C@@H:19]([NH:24][C:25]([O:27][C:28]([CH3:31])([CH3:30])[CH3:29])=[O:26])[C@@H:20]([CH3:23])[CH2:21][CH3:22])=[O:5])C.O[Li].O, predict the reaction product. The product is: [C:28]([O:27][C:25]([NH:24][C@@H:19]([C@@H:20]([CH3:23])[CH2:21][CH3:22])[C:18]([NH:17][CH2:16][C:15]([N:7]1[C:8]2[C:13](=[CH:12][CH:11]=[CH:10][CH:9]=2)[CH2:14][C@H:6]1[C:4]([OH:5])=[O:3])=[O:33])=[O:32])=[O:26])([CH3:31])([CH3:30])[CH3:29]. (3) Given the reactants C(OC([N:8]1[CH2:13][CH2:12][CH:11]([CH2:14][N:15]2[CH2:20][CH2:19][N:18]([S:21]([C:24]3[S:25][C:26]([C:29]4[CH:34]=[CH:33][C:32]([Cl:35])=[CH:31][CH:30]=4)=[CH:27][CH:28]=3)(=[O:23])=[O:22])[CH2:17][C:16]2=[O:36])[CH2:10][CH2:9]1)=O)(C)(C)C.Cl, predict the reaction product. The product is: [ClH:35].[Cl:35][C:32]1[CH:33]=[CH:34][C:29]([C:26]2[S:25][C:24]([S:21]([N:18]3[CH2:19][CH2:20][N:15]([CH2:14][CH:11]4[CH2:12][CH2:13][NH:8][CH2:9][CH2:10]4)[C:16](=[O:36])[CH2:17]3)(=[O:23])=[O:22])=[CH:28][CH:27]=2)=[CH:30][CH:31]=1. (4) Given the reactants [CH:1]1([C:7]2[N:12]3[N:13]=[C:14]([CH3:19])[C:15]([C:16]([OH:18])=O)=[C:11]3[N:10]=[CH:9][C:8]=2[C:20]2[CH:25]=[CH:24][C:23]([F:26])=[CH:22][CH:21]=2)[CH2:6][CH2:5][CH2:4][CH2:3][CH2:2]1.C(N(CC)C(C)C)(C)C.CN(C(ON1N=NC2C=CC=NC1=2)=[N+](C)C)C.F[P-](F)(F)(F)(F)F.C([O:64][C:65](=[O:80])[CH:66]([NH2:79])[CH2:67][C:68]1[CH:73]=[CH:72][C:71]([O:74]C(C)(C)C)=[CH:70][CH:69]=1)(C)(C)C.FC(F)(F)C(O)=O, predict the reaction product. The product is: [CH:1]1([C:7]2[N:12]3[N:13]=[C:14]([CH3:19])[C:15]([C:16]([NH:79][CH:66]([CH2:67][C:68]4[CH:69]=[CH:70][C:71]([OH:74])=[CH:72][CH:73]=4)[C:65]([OH:80])=[O:64])=[O:18])=[C:11]3[N:10]=[CH:9][C:8]=2[C:20]2[CH:25]=[CH:24][C:23]([F:26])=[CH:22][CH:21]=2)[CH2:6][CH2:5][CH2:4][CH2:3][CH2:2]1. (5) Given the reactants [CH3:1][O:2][C:3]1[CH:12]=[CH:11][CH:10]=[C:9]2[C:4]=1[CH:5]=[C:6]([C:13]([O:15]C)=[O:14])[CH:7]=[N:8]2.[OH-].[Li+], predict the reaction product. The product is: [CH3:1][O:2][C:3]1[CH:12]=[CH:11][CH:10]=[C:9]2[C:4]=1[CH:5]=[C:6]([C:13]([OH:15])=[O:14])[CH:7]=[N:8]2. (6) Given the reactants [Br:1][C:2]1[CH:7]=[CH:6][C:5]([CH2:8][C:9]([NH:12]C=O)([CH3:11])[CH3:10])=[CH:4][CH:3]=1.Cl, predict the reaction product. The product is: [Br:1][C:2]1[CH:3]=[CH:4][C:5]([CH2:8][C:9]([NH2:12])([CH3:10])[CH3:11])=[CH:6][CH:7]=1. (7) Given the reactants N(C(OC(C)(C)C)=O)=NC(OC(C)(C)C)=O.[Cl:17][C:18]1[CH:45]=[CH:44][C:43]([O:46][CH3:47])=[CH:42][C:19]=1[NH:20][C:21]1[C:30]2[C:25](=[CH:26][C:27]([OH:41])=[CH:28][C:29]=2[O:31][CH2:32][CH2:33][CH2:34][N:35]2[CH2:40][CH2:39][O:38][CH2:37][CH2:36]2)[N:24]=[CH:23][N:22]=1.O[CH2:49][CH2:50][CH2:51][N:52]1[CH2:57][CH2:56][O:55][CH2:54][CH2:53]1, predict the reaction product. The product is: [Cl:17][C:18]1[CH:45]=[CH:44][C:43]([O:46][CH3:47])=[CH:42][C:19]=1[NH:20][C:21]1[C:30]2[C:25](=[CH:26][C:27]([O:41][CH2:49][CH2:50][CH2:51][N:52]3[CH2:57][CH2:56][O:55][CH2:54][CH2:53]3)=[CH:28][C:29]=2[O:31][CH2:32][CH2:33][CH2:34][N:35]2[CH2:36][CH2:37][O:38][CH2:39][CH2:40]2)[N:24]=[CH:23][N:22]=1.